This data is from Forward reaction prediction with 1.9M reactions from USPTO patents (1976-2016). The task is: Predict the product of the given reaction. (1) Given the reactants [N:1]1([CH2:6][CH2:7][O:8][C:9]2[CH:14]=[CH:13][C:12]([N:15]([CH2:24][C:25]3[CH:30]=[CH:29][C:28]([O:31]C4CCCCO4)=[CH:27][CH:26]=3)[C:16]([CH:18]3[CH2:23][CH2:22][CH2:21][CH2:20][CH2:19]3)=[O:17])=[CH:11][CH:10]=2)[CH2:5][CH2:4][CH2:3][CH2:2]1.C1(C)C=CC(S([O-])(=O)=O)=CC=1.[NH+]1C=CC=CC=1.Cl, predict the reaction product. The product is: [OH:31][C:28]1[CH:27]=[CH:26][C:25]([CH2:24][N:15]([C:12]2[CH:13]=[CH:14][C:9]([O:8][CH2:7][CH2:6][N:1]3[CH2:5][CH2:4][CH2:3][CH2:2]3)=[CH:10][CH:11]=2)[C:16]([CH:18]2[CH2:23][CH2:22][CH2:21][CH2:20][CH2:19]2)=[O:17])=[CH:30][CH:29]=1. (2) Given the reactants [C:1]1([CH3:7])[CH:6]=[CH:5][CH:4]=[CH:3][CH:2]=1.[C:8](=[O:11])([O-])[O-:9].[K+].[K+].[C:14]1([C@H:20]2[C:29]3[C:24](=[CH:25][CH:26]=[CH:27][CH:28]=3)[CH2:23][CH2:22][NH:21]2)[CH:19]=[CH:18][CH:17]=[CH:16][CH:15]=1.C(=O)(O)O.C(Cl)C1C=CC=CC=1, predict the reaction product. The product is: [C:14]1([C@H:20]2[C:29]3[C:24](=[CH:25][CH:26]=[CH:27][CH:28]=3)[CH2:23][CH2:22][N:21]2[C:8]([O:9][CH2:7][C:1]2[CH:6]=[CH:5][CH:4]=[CH:3][CH:2]=2)=[O:11])[CH:15]=[CH:16][CH:17]=[CH:18][CH:19]=1. (3) The product is: [CH:40]([O:39][C:36]1[CH:35]=[CH:34][C:33]([N:7]2[C:8]3[C:13](=[CH:12][C:11]([C:23]4[CH:28]=[CH:27][C:26]([C:29]([F:30])([F:31])[F:32])=[CH:25][N:24]=4)=[CH:10][CH:9]=3)[C:14]([CH2:15][CH2:16][C:17]3[CH:18]=[CH:19][N:20]=[CH:21][CH:22]=3)=[C:6]2[C:4]([OH:5])=[O:3])=[CH:38][CH:37]=1)([CH3:42])[CH3:41]. Given the reactants C([O:3][C:4]([C:6]1[N:7]([C:33]2[CH:38]=[CH:37][C:36]([O:39][CH:40]([CH3:42])[CH3:41])=[CH:35][CH:34]=2)[C:8]2[C:13]([C:14]=1[CH2:15][CH2:16][C:17]1[CH:22]=[CH:21][N:20]=[CH:19][CH:18]=1)=[CH:12][C:11]([C:23]1[CH:28]=[CH:27][C:26]([C:29]([F:32])([F:31])[F:30])=[CH:25][N:24]=1)=[CH:10][CH:9]=2)=[O:5])C.[OH-].[Na+].Cl, predict the reaction product.